Task: Predict the product of the given reaction.. Dataset: Forward reaction prediction with 1.9M reactions from USPTO patents (1976-2016) Given the reactants [Cl:1][C:2]1[CH:7]=[CH:6][C:5]([C:8]2([C:13]([OH:15])=O)[CH2:12][CH2:11][CH2:10][CH2:9]2)=[CH:4][CH:3]=1.[NH2:16][CH2:17][CH2:18][CH2:19][N:20]1[CH2:25][CH2:24][CH:23]([C:26]2[CH:27]=[C:28]([NH:32][C:33](=[O:37])[CH2:34][CH2:35][CH3:36])[CH:29]=[CH:30][CH:31]=2)[CH2:22][CH2:21]1, predict the reaction product. The product is: [C:33]([NH:32][C:28]1[CH:27]=[C:26]([CH:23]2[CH2:24][CH2:25][N:20]([CH2:19][CH2:18][CH2:17][NH:16][C:13]([C:8]3([C:5]4[CH:4]=[CH:3][C:2]([Cl:1])=[CH:7][CH:6]=4)[CH2:9][CH2:10][CH2:11][CH2:12]3)=[O:15])[CH2:21][CH2:22]2)[CH:31]=[CH:30][CH:29]=1)(=[O:37])[CH2:34][CH2:35][CH3:36].